Dataset: Forward reaction prediction with 1.9M reactions from USPTO patents (1976-2016). Task: Predict the product of the given reaction. (1) The product is: [CH3:16][C:17]([O:20][C:21]([N:23]1[CH:31]=[N:30][C:29]2[C:24]1=[N:25][CH:26]=[N:27][C:28]=2[N:32]1[CH2:37][CH2:36][C:35]2([C:41]3=[N:42][C:43]4[C:48]([O:49][S:3]([C:2]([F:15])([F:14])[F:1])(=[O:5])=[O:4])=[CH:47][CH:46]=[CH:45][C:44]=4[N:40]3[C:39](=[O:57])[N:38]2[C:58]([O:60][C:67]([CH3:69])([CH3:70])[CH3:68])=[O:59])[CH2:34][CH2:33]1)=[O:22])([CH3:19])[CH3:18]. Given the reactants [F:1][C:2]([F:15])([F:14])[S:3](O[S:3]([C:2]([F:15])([F:14])[F:1])(=[O:5])=[O:4])(=[O:5])=[O:4].[CH3:16][C:17]([O:20][C:21]([N:23]1[CH:31]=[N:30][C:29]2[C:24]1=[N:25][CH:26]=[N:27][C:28]=2[N:32]1[CH2:37][CH2:36][C:35]2([C:41]3=[N:42][C:43]4[C:48]([O:49]CC5C=CC=CC=5)=[CH:47][CH:46]=[CH:45][C:44]=4[N:40]3[C:39](=[O:57])[N:38]2[C:58]([O-:60])=[O:59])[CH2:34][CH2:33]1)=[O:22])([CH3:19])[CH3:18].C(N([CH:67]([CH3:69])[CH3:68])C(C)C)C.[CH2:70](Cl)Cl, predict the reaction product. (2) Given the reactants C([O:5][C:6](=[O:25])[CH2:7][O:8][C:9]1[CH:13]=[C:12]([C:14](=[O:24])[NH:15][CH2:16][CH2:17][CH2:18][CH2:19][CH2:20][CH2:21][CH2:22][CH3:23])[S:11][CH:10]=1)(C)(C)C.C(O)(C(F)(F)F)=O, predict the reaction product. The product is: [CH2:16]([NH:15][C:14]([C:12]1[S:11][CH:10]=[C:9]([O:8][CH2:7][C:6]([OH:25])=[O:5])[CH:13]=1)=[O:24])[CH2:17][CH2:18][CH2:19][CH2:20][CH2:21][CH2:22][CH3:23]. (3) The product is: [CH3:1][N:2]([CH3:6])[C:3](=[O:4])[S:5][C:8]1[CH:13]=[CH:12][C:21]([O:24][C:8]2[CH:13]=[CH:12][C:11]([N+:14]([O-:16])=[O:15])=[C:10]([O:17][CH2:18][O:19][CH3:20])[CH:9]=2)=[CH:10][CH:9]=1. Given the reactants [CH3:1][N:2]([CH3:6])[C:3](=[S:5])[O-:4].F[C:8]1[CH:13]=[CH:12][C:11]([N+:14]([O-:16])=[O:15])=[C:10]([O:17][CH2:18][O:19][CH3:20])[CH:9]=1.[C:21]([O-:24])([O-])=O.[Cs+].[Cs+], predict the reaction product. (4) The product is: [Br:1][C:2]1[CH:9]=[CH:8][CH:7]=[C:6]([Br:10])[C:3]=1[CH:4]1[O:14][CH2:11][CH2:12][CH2:13][O:5]1. Given the reactants [Br:1][C:2]1[CH:9]=[CH:8][CH:7]=[C:6]([Br:10])[C:3]=1[CH:4]=[O:5].[CH:11](O)([OH:14])[CH2:12][CH3:13].C(OC(OCC)OCC)C.[OH-].[Na+], predict the reaction product. (5) Given the reactants Cl[C:2]1[C:11]2[C:6](=[CH:7][C:8]([O:14][CH2:15][CH2:16][CH2:17][N:18]3[CH2:22][CH2:21][CH2:20][CH2:19]3)=[C:9]([O:12][CH3:13])[CH:10]=2)[N:5]=[CH:4][N:3]=1.[OH:23][C:24]1[CH:33]=[C:32]2[C:27]([C:28]([CH3:35])=[CH:29][C:30]([CH3:34])=[N:31]2)=[CH:26][CH:25]=1.C(=O)([O-])[O-].[K+].[K+], predict the reaction product. The product is: [CH3:34][C:30]1[CH:29]=[C:28]([CH3:35])[C:27]2[C:32](=[CH:33][C:24]([O:23][C:2]3[C:11]4[C:6](=[CH:7][C:8]([O:14][CH2:15][CH2:16][CH2:17][N:18]5[CH2:22][CH2:21][CH2:20][CH2:19]5)=[C:9]([O:12][CH3:13])[CH:10]=4)[N:5]=[CH:4][N:3]=3)=[CH:25][CH:26]=2)[N:31]=1.